Dataset: Reaction yield outcomes from USPTO patents with 853,638 reactions. Task: Predict the reaction yield, written as a fraction of the theoretical maximum amount of product (1.0 means a 100% yield; for example, 0.34 means a 34% yield). (1) The reactants are [CH2:1]([O:3][C:4](=[O:22])[CH2:5][C:6]1[N:7]([C:15]([O:17][C:18]([CH3:21])([CH3:20])[CH3:19])=[O:16])[C:8]2[C:13]([CH:14]=1)=[CH:12][CH:11]=[CH:10][CH:9]=2)[CH3:2].[CH3:23][Si](C)(C)N[Si](C)(C)C.[K].CI. The catalyst is C1COCC1. The product is [CH2:1]([O:3][C:4](=[O:22])[CH:5]([C:6]1[N:7]([C:15]([O:17][C:18]([CH3:21])([CH3:20])[CH3:19])=[O:16])[C:8]2[C:13]([CH:14]=1)=[CH:12][CH:11]=[CH:10][CH:9]=2)[CH3:23])[CH3:2]. The yield is 0.880. (2) The reactants are [C:1]([O:5][C:6]([N:8]1[CH2:12][CH2:11][CH2:10][C@H:9]1[C@H:13]([C:17]1[CH:22]=[CH:21][C:20]([Cl:23])=[CH:19][CH:18]=1)[C:14](O)=[O:15])=[O:7])([CH3:4])([CH3:3])[CH3:2].Cl.Cl.[CH3:26][C@H:27]1[C:35]2[C:34]([N:36]3[CH2:41][CH2:40][NH:39][CH2:38][CH2:37]3)=[N:33][CH:32]=[N:31][C:30]=2[C@H:29]([OH:42])[CH2:28]1.C(N(C(C)C)CC)(C)C.CN(C(ON1N=NC2C=CC=CC1=2)=[N+](C)C)C.F[P-](F)(F)(F)(F)F. The catalyst is C(Cl)Cl. The product is [Cl:23][C:20]1[CH:19]=[CH:18][C:17]([C@@H:13]([C@@H:9]2[CH2:10][CH2:11][CH2:12][N:8]2[C:6]([O:5][C:1]([CH3:3])([CH3:2])[CH3:4])=[O:7])[C:14]([N:39]2[CH2:40][CH2:41][N:36]([C:34]3[C:35]4[C@H:27]([CH3:26])[CH2:28][C@@H:29]([OH:42])[C:30]=4[N:31]=[CH:32][N:33]=3)[CH2:37][CH2:38]2)=[O:15])=[CH:22][CH:21]=1. The yield is 0.890. (3) The reactants are [F:1][C:2]1[CH:7]=[CH:6][CH:5]=[CH:4][C:3]=1[C@@H:8]([N:20]1[CH2:25][CH2:24][CH2:23][CH2:22][CH2:21]1)[C:9]([O:11][C@H](C1C=CC=CC=1)C)=[O:10]. The catalyst is C(O)C.[OH-].[OH-].[Pd+2]. The product is [F:1][C:2]1[CH:7]=[CH:6][CH:5]=[CH:4][C:3]=1[C@@H:8]([N:20]1[CH2:25][CH2:24][CH2:23][CH2:22][CH2:21]1)[C:9]([OH:11])=[O:10]. The yield is 0.980.